From a dataset of Peptide-MHC class I binding affinity with 185,985 pairs from IEDB/IMGT. Regression. Given a peptide amino acid sequence and an MHC pseudo amino acid sequence, predict their binding affinity value. This is MHC class I binding data. (1) The peptide sequence is LARRPTPKKM. The MHC is HLA-A02:06 with pseudo-sequence HLA-A02:06. The binding affinity (normalized) is 0. (2) The peptide sequence is GRRATAILR. The MHC is HLA-A02:19 with pseudo-sequence HLA-A02:19. The binding affinity (normalized) is 0.0847.